Task: Regression. Given a peptide amino acid sequence and an MHC pseudo amino acid sequence, predict their binding affinity value. This is MHC class I binding data.. Dataset: Peptide-MHC class I binding affinity with 185,985 pairs from IEDB/IMGT The peptide sequence is RPRVAQLTF. The MHC is HLA-B27:05 with pseudo-sequence HLA-B27:05. The binding affinity (normalized) is 0.0847.